Dataset: Full USPTO retrosynthesis dataset with 1.9M reactions from patents (1976-2016). Task: Predict the reactants needed to synthesize the given product. (1) Given the product [F:1][C:2]1[CH:17]=[CH:16][CH:15]=[CH:14][C:3]=1[CH2:4][O:5][C:6]1[CH:13]=[CH:12][C:9]([CH2:10][NH:19][C@@H:20]([CH3:21])[C:22]([NH2:24])=[O:23])=[CH:8][CH:7]=1, predict the reactants needed to synthesize it. The reactants are: [F:1][C:2]1[CH:17]=[CH:16][CH:15]=[CH:14][C:3]=1[CH2:4][O:5][C:6]1[CH:13]=[CH:12][C:9]([CH:10]=O)=[CH:8][CH:7]=1.Cl.[NH2:19][C@H:20]([C:22]([NH2:24])=[O:23])[CH3:21]. (2) Given the product [F:1][C:2]1[C:10]([F:11])=[CH:9][C:8]([I:12])=[CH:7][C:3]=1[C:4]([N:16]([CH3:17])[CH3:13])=[O:5], predict the reactants needed to synthesize it. The reactants are: [F:1][C:2]1[C:10]([F:11])=[CH:9][C:8]([I:12])=[CH:7][C:3]=1[C:4](O)=[O:5].[CH:13]([N:16](C(C)C)[CH2:17]C)(C)C.CC(C)(C)C(Cl)=O.CNC.